From a dataset of Full USPTO retrosynthesis dataset with 1.9M reactions from patents (1976-2016). Predict the reactants needed to synthesize the given product. (1) The reactants are: [Si]([O:8][CH2:9][C:10]1[CH:15]=[CH:14][N:13]=[C:12]([C:16]#N)[CH:11]=1)(C(C)(C)C)(C)C.[OH2:18].Cl.[CH3:20][OH:21]. Given the product [OH:8][CH2:9][C:10]1[CH:15]=[CH:14][N:13]=[C:12]([C:16]([O:21][CH3:20])=[O:18])[CH:11]=1, predict the reactants needed to synthesize it. (2) Given the product [C:7]([O:11][C:12]([N:13]1[CH2:26][C:25](=[O:28])[N:16]([C:17]2[CH:22]=[C:21]([F:23])[CH:20]=[CH:19][C:18]=2[Cl:24])[CH2:15][C:14]1([CH3:30])[CH3:29])=[O:31])([CH3:10])([CH3:9])[CH3:8], predict the reactants needed to synthesize it. The reactants are: CC(C)([O-])C.[K+].[C:7]([O:11][C:12](=[O:31])[NH:13][C:14]([CH3:30])([CH3:29])[CH2:15][N:16]([C:25](=[O:28])[CH2:26]Br)[C:17]1[CH:22]=[C:21]([F:23])[CH:20]=[CH:19][C:18]=1[Cl:24])([CH3:10])([CH3:9])[CH3:8].[Cl-].[NH4+]. (3) The reactants are: [NH:1]1[C:5]2[CH2:6][CH2:7][O:8][CH2:9][C:4]=2[C:3]([C:10]([OH:12])=[O:11])=[N:2]1.Cl.O1CCO[CH2:16][CH2:15]1. Given the product [NH:1]1[C:5]2[CH2:6][CH2:7][O:8][CH2:9][C:4]=2[C:3]([C:10]([O:12][CH2:15][CH3:16])=[O:11])=[N:2]1, predict the reactants needed to synthesize it. (4) Given the product [ClH:1].[ClH:1].[F:8][C:9]1[CH:14]=[CH:13][C:12]([C:15]2[N:20]=[N:19][C:18]([N:21]3[CH2:22][CH2:23][CH:24]([N:27]([CH3:43])[C:28]([C@@H:30]4[CH2:35][CH2:34][CH2:33][CH2:32][NH:31]4)=[O:29])[CH2:25][CH2:26]3)=[C:17]([CH3:44])[C:16]=2[CH3:45])=[CH:11][CH:10]=1, predict the reactants needed to synthesize it. The reactants are: [ClH:1].O1CCOCC1.[F:8][C:9]1[CH:14]=[CH:13][C:12]([C:15]2[N:20]=[N:19][C:18]([N:21]3[CH2:26][CH2:25][CH:24]([N:27]([CH3:43])[C:28]([C@@H:30]4[CH2:35][CH2:34][CH2:33][CH2:32][N:31]4C(OC(C)(C)C)=O)=[O:29])[CH2:23][CH2:22]3)=[C:17]([CH3:44])[C:16]=2[CH3:45])=[CH:11][CH:10]=1. (5) The reactants are: [OH:1][C:2]1[C:7](C(O)=O)=[CH:6][N:5]=[C:4]2[CH:11]=[CH:12][S:13][C:3]=12.S(Cl)(Cl)=O.[CH:18]([Cl:21])(Cl)Cl.[OH-].[NH4+:23]. Given the product [Cl:21][C:18]1[C:7]([C:2]([NH2:23])=[O:1])=[CH:6][N:5]=[C:4]2[CH:11]=[CH:12][S:13][C:3]=12, predict the reactants needed to synthesize it. (6) Given the product [CH2:1]([O:3][C:4]1[CH:5]=[C:6]2[C:11](=[C:12]3[CH2:16][C:15]([CH3:18])([CH3:17])[O:14][C:13]=13)[C:10]([C:19]1[CH:24]=[CH:23][CH:22]=[CH:21][CH:20]=1)=[N:9][C:8]([CH2:25][NH:26][C:30](=[O:37])[C:31]1[CH:36]=[CH:35][CH:34]=[CH:33][CH:32]=1)([CH3:27])[CH2:7]2)[CH3:2], predict the reactants needed to synthesize it. The reactants are: [CH2:1]([O:3][C:4]1[CH:5]=[C:6]2[C:11](=[C:12]3[CH2:16][C:15]([CH3:18])([CH3:17])[O:14][C:13]=13)[C:10]([C:19]1[CH:24]=[CH:23][CH:22]=[CH:21][CH:20]=1)=[N:9][C:8]([CH3:27])([CH2:25][NH2:26])[CH2:7]2)[CH3:2].[OH-].[Na+].[C:30](Cl)(=[O:37])[C:31]1[CH:36]=[CH:35][CH:34]=[CH:33][CH:32]=1.O. (7) Given the product [OH:1][NH:2][C:6](=[O:5])[CH2:7][CH2:8][CH2:9][CH2:10][CH2:11][CH2:12][N:13]([C:20]1[CH:25]=[C:24]([C:26]2[CH:31]=[CH:30][C:29]([NH2:32])=[CH:28][CH:27]=2)[CH:23]=[CH:22][N:21]=1)[C:14]1[CH:19]=[CH:18][CH:17]=[CH:16][N:15]=1, predict the reactants needed to synthesize it. The reactants are: [OH:1][NH2:2].C([O:5][C:6](=O)[CH2:7][CH2:8][CH2:9][CH2:10][CH2:11][CH2:12][N:13]([C:20]1[CH:25]=[C:24]([C:26]2[CH:31]=[CH:30][C:29]([NH2:32])=[CH:28][CH:27]=2)[CH:23]=[CH:22][N:21]=1)[C:14]1[CH:19]=[CH:18][CH:17]=[CH:16][N:15]=1)C.